This data is from Reaction yield outcomes from USPTO patents with 853,638 reactions. The task is: Predict the reaction yield, written as a fraction of the theoretical maximum amount of product (1.0 means a 100% yield; for example, 0.34 means a 34% yield). (1) The reactants are [CH3:1][C@H:2]1[O:7][C@@H:6]([CH3:8])[CH2:5][N:4]([C:9](=[NH:11])[NH2:10])[CH2:3]1.CN(C)/[CH:14]=[C:15](/[C:20]([C@H:22]1[CH2:26][CH2:25][CH2:24][O:23]1)=O)\[C:16]([O:18][CH3:19])=[O:17].C([O-])(=O)C.[Na+].O. The catalyst is CN(C=O)C. The product is [CH3:1][C@H:2]1[CH2:3][N:4]([C:9]2[N:10]=[C:20]([C@H:22]3[CH2:26][CH2:25][CH2:24][O:23]3)[C:15]([C:16]([O:18][CH3:19])=[O:17])=[CH:14][N:11]=2)[CH2:5][C@@H:6]([CH3:8])[O:7]1. The yield is 0.675. (2) The reactants are I[C:2]1[CH:3]=[C:4]([C:20]([NH:22][CH2:23][C:24]2[CH:29]=[CH:28][C:27]([S:30]([CH3:33])(=[O:32])=[O:31])=[CH:26][CH:25]=2)=[O:21])[C:5](=[O:19])[N:6]([C:9]2[CH:14]=[CH:13][CH:12]=[C:11]([C:15]([F:18])([F:17])[F:16])[CH:10]=2)[C:7]=1[CH3:8].[CH3:34][N:35]1[CH:39]=[CH:38][N:37]=[C:36]1[Sn](CCCC)(CCCC)CCCC. The catalyst is C1C=CC([P]([Pd]([P](C2C=CC=CC=2)(C2C=CC=CC=2)C2C=CC=CC=2)([P](C2C=CC=CC=2)(C2C=CC=CC=2)C2C=CC=CC=2)[P](C2C=CC=CC=2)(C2C=CC=CC=2)C2C=CC=CC=2)(C2C=CC=CC=2)C2C=CC=CC=2)=CC=1.COCCOC. The product is [CH3:33][S:30]([C:27]1[CH:28]=[CH:29][C:24]([CH2:23][NH:22][C:20]([C:4]2[C:5](=[O:19])[N:6]([C:9]3[CH:14]=[CH:13][CH:12]=[C:11]([C:15]([F:18])([F:17])[F:16])[CH:10]=3)[C:7]([CH3:8])=[C:2]([C:36]3[N:35]([CH3:34])[CH:39]=[CH:38][N:37]=3)[CH:3]=2)=[O:21])=[CH:25][CH:26]=1)(=[O:32])=[O:31]. The yield is 0.100. (3) The reactants are [Br:1][C:2]1[CH:7]=[C:6]([N+:8]([O-:10])=[O:9])[C:5]([CH3:11])=[CH:4][C:3]=1[O:12][CH3:13].C[O:15]C(OC)N(C)C. The catalyst is CN(C=O)C.O.CN(C=O)C. The product is [Br:1][C:2]1[C:3]([O:12][CH3:13])=[CH:4][C:5]([CH:11]=[O:15])=[C:6]([N+:8]([O-:10])=[O:9])[CH:7]=1. The yield is 0.540. (4) The reactants are [I:1][C:2]1[CH:11]=[CH:10][C:5]([C:6]([O:8]C)=O)=[C:4]([CH3:12])[CH:3]=1.BrN1C(=O)CCC1=O.[NH2:21][CH2:22][CH2:23][CH2:24][OH:25]. No catalyst specified. The product is [OH:25][CH2:24][CH2:23][CH2:22][N:21]1[CH2:12][C:4]2[C:5](=[CH:10][CH:11]=[C:2]([I:1])[CH:3]=2)[C:6]1=[O:8]. The yield is 0.540. (5) The reactants are [C:1]1([CH3:39])[CH:6]=[CH:5][C:4]([S:7]([N:10]2[CH2:18][CH2:17][N:16](S(C3C=CC(C)=CC=3)(=O)=O)[CH2:15][CH2:14][N:13](S(C3C=CC(C)=CC=3)(=O)=O)[CH2:12][CH2:11]2)(=[O:9])=[O:8])=[CH:3][CH:2]=1.C1(O)C=CC=CC=1. The catalyst is Br.C(O)(=O)C. The product is [C:1]1([CH3:39])[CH:2]=[CH:3][C:4]([S:7]([N:10]2[CH2:11][CH2:12][NH:13][CH2:14][CH2:15][NH:16][CH2:17][CH2:18]2)(=[O:8])=[O:9])=[CH:5][CH:6]=1. The yield is 0.880.